This data is from Tox21: 12 toxicity assays (nuclear receptors and stress response pathways). The task is: Binary classification across 12 toxicity assays. (1) The molecule is C[C@H]1C[C@H]2[C@@H]3CCC4=CC(=O)C=C[C@]4(C)[C@@]3(F)[C@@H](O)C[C@]2(C)[C@@]1(O)C(=O)COP(=O)([O-])[O-]. It tested positive (active) for: NR-AR (Androgen Receptor agonist activity), and NR-AR-LBD (Androgen Receptor Ligand Binding Domain agonist). (2) The molecule is C1=Cc2ccccc2C1. It tested positive (active) for: NR-AhR (Aryl hydrocarbon Receptor agonist activity). (3) The compound is N[Pt]1(N)OC(=O)C2(CCC2)C(=O)O1. It tested positive (active) for: SR-ARE (Antioxidant Response Element (oxidative stress)). (4) The drug is CCc1nn(C)c(C(=O)NCc2ccc(C(C)(C)C)cc2)c1Cl. It tested positive (active) for: SR-ARE (Antioxidant Response Element (oxidative stress)), and SR-HSE (Heat Shock Element response). (5) The molecule is Cc1ccccc1/N=N/c1ccc(/N=N/c2c(O)ccc3ccccc23)c(C)c1. It tested positive (active) for: NR-AhR (Aryl hydrocarbon Receptor agonist activity), NR-ER (Estrogen Receptor agonist activity), and SR-ARE (Antioxidant Response Element (oxidative stress)). (6) The compound is O=C1OC(=O)c2cc(-c3ccc4c(c3)C(=O)OC4=O)ccc21. It tested positive (active) for: SR-HSE (Heat Shock Element response).